This data is from Catalyst prediction with 721,799 reactions and 888 catalyst types from USPTO. The task is: Predict which catalyst facilitates the given reaction. (1) Reactant: [CH3:1][O:2][C:3]1[CH:4]=[C:5]2[C:10](=[CH:11][C:12]=1[O:13][CH2:14][CH2:15][CH2:16]Cl)[N:9]=[CH:8][NH:7][C:6]2=[O:18].[NH:19]1[CH2:24][CH2:23][CH2:22][CH2:21][CH2:20]1. Product: [CH3:1][O:2][C:3]1[CH:4]=[C:5]2[C:10](=[CH:11][C:12]=1[O:13][CH2:14][CH2:15][CH2:16][N:19]1[CH2:24][CH2:23][CH2:22][CH2:21][CH2:20]1)[N:9]=[CH:8][NH:7][C:6]2=[O:18]. The catalyst class is: 8. (2) Reactant: [C:1]1([CH2:7][C:8](Cl)=[O:9])[CH:6]=[CH:5][CH:4]=[CH:3][CH:2]=1.[CH3:11][NH:12][O:13][CH3:14].C(N(CC)CC)C.NC1C(N)=NC=CC=1. The catalyst class is: 4. Product: [CH3:14][O:13][N:12]([CH3:11])[C:8](=[O:9])[CH2:7][C:1]1[CH:6]=[CH:5][CH:4]=[CH:3][CH:2]=1. (3) Reactant: CC(C)(C)C([N:5]([CH2:23][CH:24]1[CH2:28][O:27]C(=O)[O:25]1)[C:6]1[C:11]([CH2:12][CH2:13][C:14](OCCCC)=[O:15])=[CH:10][CH:9]=[C:8]([O:21][CH3:22])[N:7]=1)=O.Cl. Product: [OH:25][CH:24]([CH2:28][OH:27])[CH2:23][N:5]1[C:6]2[C:11](=[CH:10][CH:9]=[C:8]([O:21][CH3:22])[N:7]=2)[CH2:12][CH2:13][C:14]1=[O:15]. The catalyst class is: 5. (4) Reactant: [Cl:1][C:2]1[CH:11]=[CH:10][C:9]2[N:8]=[C:7]([N:12]3[CH2:17][CH2:16][CH:15]([OH:18])[CH2:14][CH2:13]3)[CH:6]=[CH:5][C:4]=2[C:3]=1[C:19]([NH:21][CH2:22][C:23]12[CH2:32][CH:27]3[CH2:28][CH:29]([CH2:31][CH:25]([CH2:26]3)[CH2:24]1)[CH2:30]2)=[O:20].[CH3:33][S:34](Cl)(=[O:36])=[O:35].C(N(CC)CC)C.C(=O)([O-])O.[Na+]. Product: [Cl:1][C:2]1[CH:11]=[CH:10][C:9]2[N:8]=[C:7]([N:12]3[CH2:17][CH2:16][CH:15]([O:18][S:34]([CH3:33])(=[O:36])=[O:35])[CH2:14][CH2:13]3)[CH:6]=[CH:5][C:4]=2[C:3]=1[C:19]([NH:21][CH2:22][C:23]12[CH2:32][CH:27]3[CH2:26][CH:25]([CH2:31][CH:29]([CH2:28]3)[CH2:30]1)[CH2:24]2)=[O:20]. The catalyst class is: 4.